Dataset: Reaction yield outcomes from USPTO patents with 853,638 reactions. Task: Predict the reaction yield, written as a fraction of the theoretical maximum amount of product (1.0 means a 100% yield; for example, 0.34 means a 34% yield). (1) The reactants are [NH2:1][C:2]1[C:7]([CH:8]=O)=[CH:6][N:5]=[C:4]([S:10][CH3:11])[N:3]=1.[Cl:12][C:13]1[C:18]([O:19][CH3:20])=[CH:17][C:16]([O:21][CH3:22])=[CH:15][C:14]=1[CH2:23][C:24](OC)=[O:25].C([O-])([O-])=O.[K+].[K+].O. The catalyst is CN1C(=O)CCC1. The product is [Cl:12][C:13]1[C:18]([O:19][CH3:20])=[CH:17][C:16]([O:21][CH3:22])=[CH:15][C:14]=1[C:23]1[C:24](=[O:25])[NH:1][C:2]2[N:3]=[C:4]([S:10][CH3:11])[N:5]=[CH:6][C:7]=2[CH:8]=1. The yield is 0.550. (2) The reactants are [CH2:1]([N:8]1[C:13]2[CH:14]=[C:15]([Cl:20])[C:16]([CH:18]=[O:19])=[CH:17][C:12]=2[O:11][CH:10]([C:21]([N:23]2[CH2:28][CH2:27][C:26]([CH2:31][C:32]3[CH:37]=[CH:36][C:35]([F:38])=[CH:34][CH:33]=3)([C:29]#[N:30])[CH2:25][CH2:24]2)=[O:22])[CH2:9]1)[C:2]1[CH:7]=[CH:6][CH:5]=[CH:4][CH:3]=1.[CH3:39][Mg+].[Br-]. The catalyst is C1COCC1. The product is [CH2:1]([N:8]1[C:13]2[CH:14]=[C:15]([Cl:20])[C:16]([CH:18]([OH:19])[CH3:39])=[CH:17][C:12]=2[O:11][CH:10]([C:21]([N:23]2[CH2:24][CH2:25][C:26]([CH2:31][C:32]3[CH:33]=[CH:34][C:35]([F:38])=[CH:36][CH:37]=3)([C:29]#[N:30])[CH2:27][CH2:28]2)=[O:22])[CH2:9]1)[C:2]1[CH:7]=[CH:6][CH:5]=[CH:4][CH:3]=1. The yield is 0.680. (3) The reactants are [C:1]([O:5][C:6](=[O:22])[NH:7][C@H:8]([C:15]1[CH:20]=[CH:19][CH:18]=[C:17]([OH:21])[CH:16]=1)[C:9]1[CH:14]=[CH:13][CH:12]=[CH:11][CH:10]=1)([CH3:4])([CH3:3])[CH3:2].Br[CH2:24][C:25]1[CH:34]=[CH:33][C:28]([C:29]([O:31][CH3:32])=[O:30])=[CH:27][CH:26]=1.C(=O)([O-])[O-].[K+].[K+]. The catalyst is C(#N)C. The product is [C:1]([O:5][C:6]([NH:7][C@@H:8]([C:9]1[CH:14]=[CH:13][CH:12]=[CH:11][CH:10]=1)[C:15]1[CH:16]=[C:17]([CH:18]=[CH:19][CH:20]=1)[O:21][CH2:24][C:25]1[CH:34]=[CH:33][C:28]([C:29]([O:31][CH3:32])=[O:30])=[CH:27][CH:26]=1)=[O:22])([CH3:4])([CH3:2])[CH3:3]. The yield is 0.680. (4) The reactants are C(N1C=C2C(C(=O)N(C(=O)C)CC2)=C1)(=O)C.C[N:18]([CH:20]=[C:21]1[C:26](=[O:27])[CH2:25][CH2:24][NH:23][C:22]1=[O:28])[CH3:19].NC[C:31]([OH:33])=[O:32].C([O-])(=O)C.[Na+:38]. The catalyst is C(O)C. The product is [O:28]=[C:22]1[C:21](=[CH:20][NH:18][CH2:19][C:31]([O-:33])=[O:32])[C:26](=[O:27])[CH2:25][CH2:24][NH:23]1.[Na+:38]. The yield is 0.800. (5) The reactants are [CH:1]([C:3]1[C:11]2[O:10][CH2:9][CH:8]([C:12]3[CH:17]=[CH:16][C:15]([CH:18]([CH3:20])[CH3:19])=[CH:14][CH:13]=3)[C:7]=2[C:6]([CH3:21])=[C:5]([NH:22][C:23](=[O:29])[CH2:24][C:25]([CH3:28])([CH3:27])[CH3:26])[C:4]=1[CH3:30])=[O:2].[BH4-].[Na+]. The catalyst is CO. The yield is 0.780. The product is [OH:2][CH2:1][C:3]1[C:11]2[O:10][CH2:9][CH:8]([C:12]3[CH:17]=[CH:16][C:15]([CH:18]([CH3:19])[CH3:20])=[CH:14][CH:13]=3)[C:7]=2[C:6]([CH3:21])=[C:5]([NH:22][C:23](=[O:29])[CH2:24][C:25]([CH3:28])([CH3:27])[CH3:26])[C:4]=1[CH3:30].